This data is from Retrosynthesis with 50K atom-mapped reactions and 10 reaction types from USPTO. The task is: Predict the reactants needed to synthesize the given product. (1) Given the product CC(NCCCO)c1ccccc1, predict the reactants needed to synthesize it. The reactants are: CC(N)c1ccccc1.OCCCCl. (2) Given the product CC(C)(C)OC(=O)NC1CCN(c2nc(-c3ccccc3O)nc3ccc(F)cc23)CC1, predict the reactants needed to synthesize it. The reactants are: CC(C)(C)OC(=O)NC1CCNCC1.Oc1ccccc1-c1nc(Cl)c2cc(F)ccc2n1. (3) Given the product Cc1ccc(F)c(NC(=O)Nc2ccc(Oc3ccnc4cc(C(=O)NCCCN5CCN(C)CC5)sc34)cc2F)c1, predict the reactants needed to synthesize it. The reactants are: CN1CCN(CCCN)CC1.Cc1ccc(F)c(NC(=O)Nc2ccc(Oc3ccnc4cc(C(=O)O)sc34)cc2F)c1. (4) Given the product O=c1[nH]c2c(O)ccc([C@@H](O)CNCCCSCCCOCCc3ccccc3)c2s1, predict the reactants needed to synthesize it. The reactants are: NC[C@H](O)c1ccc(O)c2[nH]c(=O)sc12.O=CCCSCCCOCCc1ccccc1.